This data is from Full USPTO retrosynthesis dataset with 1.9M reactions from patents (1976-2016). The task is: Predict the reactants needed to synthesize the given product. (1) Given the product [CH2:8]([O:10][C:11]([C:13]1[NH:14][C:15]([CH2:18][CH2:19][CH2:20][C:21]2[CH:22]=[CH:23][CH:24]=[CH:25][CH:26]=2)=[CH:16][CH:17]=1)=[O:12])[CH3:9], predict the reactants needed to synthesize it. The reactants are: C([SiH](CC)CC)C.[CH2:8]([O:10][C:11]([C:13]1[NH:14][C:15]([C:18](=O)[CH2:19][CH2:20][C:21]2[CH:26]=[CH:25][CH:24]=[CH:23][CH:22]=2)=[CH:16][CH:17]=1)=[O:12])[CH3:9]. (2) The reactants are: [Br:1][C:2]1[CH:3]=[CH:4][C:5]([F:17])=[C:6]([C@:8]([NH:12][C:13](=O)[CH2:14]Cl)([CH3:11])[CH2:9][OH:10])[CH:7]=1.COC1C=CC(P2(SP(C3C=CC(OC)=CC=3)(=S)S2)=[S:27])=CC=1. Given the product [Br:1][C:2]1[CH:3]=[CH:4][C:5]([F:17])=[C:6]([C@@:8]2([CH3:11])[NH:12][C:13](=[S:27])[CH2:14][O:10][CH2:9]2)[CH:7]=1, predict the reactants needed to synthesize it. (3) Given the product [CH3:1][O:2][C:3]1[CH:4]=[C:5]2[C:9](=[CH:10][C:11]=1[O:12][CH3:13])[N:8]([CH2:14][C:15]([N:31]1[CH2:32][CH2:33][N:28]([CH3:27])[C:29](=[O:34])[CH2:30]1)=[O:17])[CH:7]=[C:6]2[C:18]1[NH:26][C:21]2=[N:22][CH:23]=[CH:24][CH:25]=[C:20]2[CH:19]=1, predict the reactants needed to synthesize it. The reactants are: [CH3:1][O:2][C:3]1[CH:4]=[C:5]2[C:9](=[CH:10][C:11]=1[O:12][CH3:13])[N:8]([CH2:14][C:15]([OH:17])=O)[CH:7]=[C:6]2[C:18]1[NH:26][C:21]2=[N:22][CH:23]=[CH:24][CH:25]=[C:20]2[CH:19]=1.[CH3:27][N:28]1[CH2:33][CH2:32][NH:31][CH2:30][C:29]1=[O:34].